Dataset: Forward reaction prediction with 1.9M reactions from USPTO patents (1976-2016). Task: Predict the product of the given reaction. Given the reactants [Cl:1][C:2]1[CH:8]=[C:7]([Cl:9])[CH:6]=[CH:5][C:3]=1[NH2:4].Cl.[N:11]([O-])=O.[Na+].[OH-].[Na+].[C:17]([C:21]1[CH:26]=[C:25]([C:27]([CH3:30])([CH3:29])[CH3:28])[CH:24]=[CH:23][C:22]=1[OH:31])([CH3:20])([CH3:19])[CH3:18], predict the reaction product. The product is: [C:17]([C:21]1[CH:26]=[C:25]([C:27]([CH3:30])([CH3:29])[CH3:28])[CH:24]=[C:23]([N:11]=[N:4][C:3]2[CH:5]=[CH:6][C:7]([Cl:9])=[CH:8][C:2]=2[Cl:1])[C:22]=1[OH:31])([CH3:20])([CH3:19])[CH3:18].